Dataset: Forward reaction prediction with 1.9M reactions from USPTO patents (1976-2016). Task: Predict the product of the given reaction. (1) Given the reactants [F:1][C:2]1[CH:33]=[C:32]([N+:34]([O-])=O)[CH:31]=[CH:30][C:3]=1[O:4][C:5]1[CH:6]=[C:7]2[C:11](=[CH:12][C:13]=1[C:14]1[CH:19]=[CH:18][C:17]([S:20]([CH3:23])(=[O:22])=[O:21])=[CH:16][CH:15]=1)[N:10]([CH:24]1[CH2:29][CH2:28][CH2:27][CH2:26][O:25]1)[N:9]=[CH:8]2, predict the reaction product. The product is: [F:1][C:2]1[CH:33]=[C:32]([CH:31]=[CH:30][C:3]=1[O:4][C:5]1[CH:6]=[C:7]2[C:11](=[CH:12][C:13]=1[C:14]1[CH:15]=[CH:16][C:17]([S:20]([CH3:23])(=[O:21])=[O:22])=[CH:18][CH:19]=1)[N:10]([CH:24]1[CH2:29][CH2:28][CH2:27][CH2:26][O:25]1)[N:9]=[CH:8]2)[NH2:34]. (2) Given the reactants [NH2:1][C:2]([CH2:7][C:8]1[CH:13]=[CH:12][CH:11]=[CH:10][CH:9]=1)([CH2:5][OH:6])[CH2:3][OH:4].[Na].Br[CH2:16][C:17]1[CH:18]=[C:19]([CH:32]=[C:33]([N:35]([CH3:40])[S:36]([CH3:39])(=[O:38])=[O:37])[CH:34]=1)[C:20]([NH:22][C@@H:23]([C:25]1[CH:30]=[CH:29][C:28]([F:31])=[CH:27][CH:26]=1)[CH3:24])=[O:21], predict the reaction product. The product is: [NH2:1][C:2]([CH2:7][C:8]1[CH:13]=[CH:12][CH:11]=[CH:10][CH:9]=1)([CH2:3][OH:4])[CH2:5][O:6][CH2:16][C:17]1[CH:18]=[C:19]([CH:32]=[C:33]([N:35]([CH3:40])[S:36]([CH3:39])(=[O:38])=[O:37])[CH:34]=1)[C:20]([NH:22][C@@H:23]([C:25]1[CH:26]=[CH:27][C:28]([F:31])=[CH:29][CH:30]=1)[CH3:24])=[O:21]. (3) Given the reactants C([C:5]1[CH:38]=[CH:37][C:8]([C:9]([NH:11][C:12]2[CH:13]=[C:14]([C:18]3[N:19]=[C:20]([NH:27][C:28]4[CH:36]=[CH:35][C:31]([C:32]([OH:34])=O)=[CH:30][CH:29]=4)[C:21]4[N:22]([CH:24]=[CH:25][N:26]=4)[CH:23]=3)[CH:15]=[CH:16][CH:17]=2)=[O:10])=[CH:7][CH:6]=1)(C)(C)C.F[P-](F)(F)(F)(F)F.N1(O[P+](N(C)C)(N(C)C)N(C)C)C2C=[CH:52][CH:53]=[CH:54][C:49]=2N=N1.[NH:66]1[CH2:71][CH2:70][O:69][CH2:68][CH2:67]1, predict the reaction product. The product is: [CH2:49]([C:7]1[CH:6]=[CH:5][CH:38]=[CH:37][C:8]=1[C:9]([NH:11][C:12]1[CH:17]=[CH:16][CH:15]=[C:14]([C:18]2[N:19]=[C:20]([NH:27][C:28]3[CH:29]=[CH:30][C:31]([C:32]([N:66]4[CH2:71][CH2:70][O:69][CH2:68][CH2:67]4)=[O:34])=[CH:35][CH:36]=3)[C:21]3[N:22]([CH:24]=[CH:25][N:26]=3)[CH:23]=2)[CH:13]=1)=[O:10])[CH2:54][CH2:53][CH3:52].